Dataset: CYP2C19 inhibition data for predicting drug metabolism from PubChem BioAssay. Task: Regression/Classification. Given a drug SMILES string, predict its absorption, distribution, metabolism, or excretion properties. Task type varies by dataset: regression for continuous measurements (e.g., permeability, clearance, half-life) or binary classification for categorical outcomes (e.g., BBB penetration, CYP inhibition). Dataset: cyp2c19_veith. (1) The drug is CSc1nc(N)nc(SCC(=O)Nc2ccc(Cl)cc2)c1C#N. The result is 1 (inhibitor). (2) The molecule is CC(=O)O.NCC(=O)[C@@H](O)[C@H](O)[C@H](O)CO. The result is 0 (non-inhibitor). (3) The drug is COc1ccc(C(=O)N2CCC[C@@]3(CCN(C(=O)Nc4ccccc4)C3)C2)cc1. The result is 0 (non-inhibitor). (4) The result is 0 (non-inhibitor). The molecule is CC(C)(C)N1C(=O)[C@H]2CC[C@H]3/C(=N\OC[C@@H](O)COCc4ccco4)C[C@@H](O)[C@@H](O)[C@@H]3[C@@H]2C1=O. (5) The compound is COc1ccc(Oc2ncc3nc(C)c(=O)n(C4CC4)c3n2)cc1. The result is 0 (non-inhibitor).